From a dataset of Full USPTO retrosynthesis dataset with 1.9M reactions from patents (1976-2016). Predict the reactants needed to synthesize the given product. (1) Given the product [CH2:24]([O:23][C:17]1[CH:16]=[C:15]([NH:14][C:10]2[CH:11]=[CH:12][CH:13]=[C:4]([C:3]([OH:26])=[O:2])[C:5]=2[C:6]([OH:8])=[O:7])[CH:20]=[CH:19][C:18]=1[O:21][CH3:22])[CH3:25], predict the reactants needed to synthesize it. The reactants are: C[O:2][C:3](=[O:26])[C:4]1[C:5](=[C:10]([NH:14][C:15]2[CH:20]=[CH:19][C:18]([O:21][CH3:22])=[C:17]([O:23][CH2:24][CH3:25])[CH:16]=2)[CH:11]=[CH:12][CH:13]=1)[C:6]([O:8]C)=[O:7].[OH-].[Na+]. (2) Given the product [F:36][CH:8]([C:5]1[CH:6]=[CH:7][C:2]([F:1])=[CH:3][C:4]=1[O:28][CH3:29])[CH:9]1[CH2:15][CH2:14][CH2:13][CH2:12][N:11]2[C:16](=[O:26])[CH:17]=[C:18]([C:20]3[CH:25]=[CH:24][N:23]=[CH:22][N:21]=3)[N:19]=[C:10]12, predict the reactants needed to synthesize it. The reactants are: [F:1][C:2]1[CH:7]=[CH:6][C:5]([CH:8](O)[CH:9]2[CH2:15][CH2:14][CH2:13][CH2:12][N:11]3[C:16](=[O:26])[CH:17]=[C:18]([C:20]4[CH:25]=[CH:24][N:23]=[CH:22][N:21]=4)[N:19]=[C:10]23)=[C:4]([O:28][CH3:29])[CH:3]=1.C(N(S(F)(F)[F:36])CC)C. (3) Given the product [Cl:1][C:2]1[CH:3]=[N+:4]([O-:34])[CH:5]=[C:6]([Cl:33])[C:7]=1[CH2:8][C@@H:9]([C:18]1[CH:23]=[CH:22][C:21]([O:24][CH:25]([F:27])[F:26])=[C:20]([O:28][CH2:29][CH:30]2[CH2:32][CH2:31]2)[CH:19]=1)[O:10][C:11]([CH:13]1[N:17]([C:42]([C:40]2[S:41][C:37]([CH:35]=[O:36])=[CH:38][CH:39]=2)=[O:43])[CH2:16][CH2:15][S:14]1)=[O:12], predict the reactants needed to synthesize it. The reactants are: [Cl:1][C:2]1[CH:3]=[N+:4]([O-:34])[CH:5]=[C:6]([Cl:33])[C:7]=1[CH2:8][C@@H:9]([C:18]1[CH:23]=[CH:22][C:21]([O:24][CH:25]([F:27])[F:26])=[C:20]([O:28][CH2:29][CH:30]2[CH2:32][CH2:31]2)[CH:19]=1)[O:10][C:11]([CH:13]1[NH:17][CH2:16][CH2:15][S:14]1)=[O:12].[CH:35]([C:37]1[S:41][C:40]([C:42](O)=[O:43])=[CH:39][CH:38]=1)=[O:36].C(Cl)CCl. (4) Given the product [Cl:31][C:32]1[C:33]2[C:43]([F:44])=[CH:42][CH:41]=[C:40]([F:45])[C:34]=2[S:35][C:36]=1[C:37]([N:16]([CH2:17][C:18]1[CH:23]=[C:22]([C:24]2[CH:25]=[CH:26][N:27]=[CH:28][CH:29]=2)[CH:21]=[CH:20][C:19]=1[CH3:30])[CH:13]1[CH2:14][CH2:15][CH:10]([N:2]([CH3:1])[C:3](=[O:9])[O:4][C:5]([CH3:8])([CH3:7])[CH3:6])[CH2:11][CH2:12]1)=[O:38], predict the reactants needed to synthesize it. The reactants are: [CH3:1][N:2]([CH:10]1[CH2:15][CH2:14][CH:13]([NH:16][CH2:17][C:18]2[CH:23]=[C:22]([C:24]3[CH:29]=[CH:28][N:27]=[CH:26][CH:25]=3)[CH:21]=[CH:20][C:19]=2[CH3:30])[CH2:12][CH2:11]1)[C:3](=[O:9])[O:4][C:5]([CH3:8])([CH3:7])[CH3:6].[Cl:31][C:32]1[C:33]2[C:43]([F:44])=[CH:42][CH:41]=[C:40]([F:45])[C:34]=2[S:35][C:36]=1[C:37](Cl)=[O:38]. (5) Given the product [CH3:12][N:6]1[C:5](=[O:13])[C:4]2[C:9](=[CH:10][CH:11]=[C:2]([CH2:21][C:20]([O:19][C:15]([CH3:18])([CH3:17])[CH3:16])=[O:23])[CH:3]=2)[N:8]=[CH:7]1, predict the reactants needed to synthesize it. The reactants are: Br[C:2]1[CH:3]=[C:4]2[C:9](=[CH:10][CH:11]=1)[N:8]=[CH:7][N:6]([CH3:12])[C:5]2=[O:13].[Cl-].[C:15]([O:19][C:20](=[O:23])[CH2:21][Zn+])([CH3:18])([CH3:17])[CH3:16].C(OCC)C. (6) Given the product [Cl:1][C:2]1[CH:7]=[C:6]([N:24]2[CH2:29][CH2:28][O:27][CH2:26][CH2:25]2)[N:5]2[N:9]=[C:10]([C:12]3[CH:13]=[N:14][C:15]([N:18]4[CH2:23][CH2:22][O:21][CH2:20][CH2:19]4)=[CH:16][CH:17]=3)[CH:11]=[C:4]2[N:3]=1, predict the reactants needed to synthesize it. The reactants are: [Cl:1][C:2]1[CH:7]=[C:6](Cl)[N:5]2[N:9]=[C:10]([C:12]3[CH:13]=[N:14][C:15]([N:18]4[CH2:23][CH2:22][O:21][CH2:20][CH2:19]4)=[CH:16][CH:17]=3)[CH:11]=[C:4]2[N:3]=1.[NH:24]1[CH2:29][CH2:28][O:27][CH2:26][CH2:25]1. (7) Given the product [ClH:19].[CH3:16][C:4]1[C:5]([C:8]2[S:12][C:11]([C:13]([N:21]3[CH2:26][CH2:25][CH2:24][CH:23]([N:27]4[CH2:28][CH2:29][O:30][CH2:31][CH2:32]4)[CH2:22]3)=[O:15])=[CH:10][CH:9]=2)=[N:6][O:7][C:3]=1[C:2]([F:1])([F:18])[F:17], predict the reactants needed to synthesize it. The reactants are: [F:1][C:2]([F:18])([F:17])[C:3]1[O:7][N:6]=[C:5]([C:8]2[S:12][C:11]([C:13]([OH:15])=O)=[CH:10][CH:9]=2)[C:4]=1[CH3:16].[ClH:19].Cl.[NH:21]1[CH2:26][CH2:25][CH2:24][CH:23]([N:27]2[CH2:32][CH2:31][O:30][CH2:29][CH2:28]2)[CH2:22]1.N1CCCCC1.